This data is from Forward reaction prediction with 1.9M reactions from USPTO patents (1976-2016). The task is: Predict the product of the given reaction. Given the reactants [F:1][C:2]1[CH:3]=[C:4]([Mg]Br)[CH:5]=[C:6]([F:8])[CH:7]=1.[Cl:11][C:12]1[CH:13]=[C:14]([N:29]2[CH:33]=[N:32][C:31]([C:34]([O:36]CC)=O)=[N:30]2)[CH:15]=[C:16]([Cl:28])[C:17]=1[O:18]CC1C=CC(OC)=CC=1.[Cl-].[NH4+].O, predict the reaction product. The product is: [F:1][C:2]1[CH:3]=[C:4]([C:34]([C:4]2[CH:3]=[C:2]([F:1])[CH:7]=[C:6]([F:8])[CH:5]=2)([OH:36])[C:31]2[N:32]=[CH:33][N:29]([C:14]3[CH:15]=[C:16]([Cl:28])[C:17]([OH:18])=[C:12]([Cl:11])[CH:13]=3)[N:30]=2)[CH:5]=[C:6]([F:8])[CH:7]=1.